Dataset: Peptide-MHC class II binding affinity with 134,281 pairs from IEDB. Task: Regression. Given a peptide amino acid sequence and an MHC pseudo amino acid sequence, predict their binding affinity value. This is MHC class II binding data. The peptide sequence is PVKIDNASPASTVHA. The MHC is DRB1_0101 with pseudo-sequence DRB1_0101. The binding affinity (normalized) is 0.980.